Predict the reactants needed to synthesize the given product. From a dataset of Full USPTO retrosynthesis dataset with 1.9M reactions from patents (1976-2016). (1) Given the product [NH2:1][C:2]1[C:3]2[N:11]=[C:10]([C:12]3[CH:13]=[C:14]([CH:18]=[CH:19][CH:20]=3)[C:15]([NH:28][CH:25]3[CH2:24][CH:23]([OH:26])[CH2:22]3)=[O:17])[CH:9]=[CH:8][C:4]=2[N:5]=[CH:6][N:7]=1, predict the reactants needed to synthesize it. The reactants are: [NH2:1][C:2]1[C:3]2[N:11]=[C:10]([C:12]3[CH:13]=[C:14]([CH:18]=[CH:19][CH:20]=3)[C:15]([OH:17])=O)[CH:9]=[CH:8][C:4]=2[N:5]=[CH:6][N:7]=1.N[CH:22]1[CH2:25][CH2:24][CH:23]1[OH:26].C[N:28](C(ON1N=NC2C=CC=NC1=2)=[N+](C)C)C.F[P-](F)(F)(F)(F)F.CCN(C(C)C)C(C)C. (2) Given the product [C:1]12([NH:11][CH2:23][C:14]3[CH:15]=[CH:16][C:17]4[C:22](=[CH:21][CH:20]=[CH:19][CH:18]=4)[C:13]=3[OH:12])[CH2:8][CH:7]3[CH2:6][CH:5]([CH2:4][CH:3]([CH2:9]3)[CH2:2]1)[CH2:10]2, predict the reactants needed to synthesize it. The reactants are: [C:1]12([NH2:11])[CH2:10][CH:5]3[CH2:6][CH:7]([CH2:9][CH:3]([CH2:4]3)[CH2:2]1)[CH2:8]2.[OH:12][C:13]1[C:22]2[C:17](=[CH:18][CH:19]=[CH:20][CH:21]=2)[CH:16]=[CH:15][C:14]=1[CH:23]=O. (3) The reactants are: Br[C:2]([CH3:4])=[CH2:3].[Li]C(C)(C)C.[CH2:10]([O:17][C:18]([NH:20][C@@H:21]([CH2:28][C:29]1[CH:34]=[CH:33][C:32]([CH2:35][NH:36][C:37]([O:39][C:40]([CH3:43])([CH3:42])[CH3:41])=[O:38])=[CH:31][CH:30]=1)[C:22](N(OC)C)=[O:23])=[O:19])[C:11]1[CH:16]=[CH:15][CH:14]=[CH:13][CH:12]=1.CCOC(C)=O. Given the product [C:40]([O:39][C:37]([NH:36][CH2:35][C:32]1[CH:33]=[CH:34][C:29]([CH2:28][C@H:21]([NH:20][C:18](=[O:19])[O:17][CH2:10][C:11]2[CH:16]=[CH:15][CH:14]=[CH:13][CH:12]=2)[C:22](=[O:23])[C:2]([CH3:4])=[CH2:3])=[CH:30][CH:31]=1)=[O:38])([CH3:43])([CH3:42])[CH3:41], predict the reactants needed to synthesize it. (4) Given the product [CH3:24][O:25][C:26]1[CH:33]=[C:32]([O:34][CH3:35])[CH:31]=[CH:30][C:27]=1[CH2:28][NH:1][C:2]1[N:3]=[C:4]([O:18][CH3:19])[N:5]([C:11]2[CH:16]=[CH:15][C:14]([F:17])=[CH:13][CH:12]=2)[C:6]=1[C:7]([O:9][CH3:10])=[O:8], predict the reactants needed to synthesize it. The reactants are: [NH2:1][C:2]1[N:3]=[C:4]([O:18][CH3:19])[N:5]([C:11]2[CH:16]=[CH:15][C:14]([F:17])=[CH:13][CH:12]=2)[C:6]=1[C:7]([O:9][CH3:10])=[O:8].C(O)(=O)C.[CH3:24][O:25][C:26]1[CH:33]=[C:32]([O:34][CH3:35])[CH:31]=[CH:30][C:27]=1[CH:28]=O.C(O[BH-](OC(=O)C)OC(=O)C)(=O)C.[Na+]. (5) Given the product [Cl:21][C:22]1[CH:39]=[CH:38][C:25]([CH2:26][N:27]2[C:35]3[C:30](=[CH:31][C:32](/[CH:36]=[C:17]4/[C:18](=[O:19])[N:14]([N:11]5[CH2:10][CH2:9][NH:8][CH2:13][CH2:12]5)[C:15](=[O:20])[S:16]/4)=[CH:33][CH:34]=3)[CH:29]=[N:28]2)=[C:24]([C:40]([F:41])([F:43])[F:42])[CH:23]=1, predict the reactants needed to synthesize it. The reactants are: C(OC([N:8]1[CH2:13][CH2:12][N:11]([N:14]2[C:18](=[O:19])[CH2:17][S:16][C:15]2=[O:20])[CH2:10][CH2:9]1)=O)(C)(C)C.[Cl:21][C:22]1[CH:39]=[CH:38][C:25]([CH2:26][N:27]2[C:35]3[C:30](=[CH:31][C:32]([CH:36]=O)=[CH:33][CH:34]=3)[CH:29]=[N:28]2)=[C:24]([C:40]([F:43])([F:42])[F:41])[CH:23]=1. (6) Given the product [Cl:27][C:24]1[C:23]([NH2:28])=[CH:22][C:21]([C:9]2[CH:10]=[C:11]3[C:16](=[CH:17][CH:18]=2)[N:15]=[CH:14][CH:13]=[CH:12]3)=[CH:26][N:25]=1, predict the reactants needed to synthesize it. The reactants are: CC1(C)C(C)(C)OB([C:9]2[CH:10]=[C:11]3[C:16](=[CH:17][CH:18]=2)[N:15]=[CH:14][CH:13]=[CH:12]3)O1.Br[C:21]1[CH:22]=[C:23]([NH2:28])[C:24]([Cl:27])=[N:25][CH:26]=1.C(=O)([O-])[O-].[K+].[K+].C(OCC)(=O)C. (7) Given the product [C:23]1([CH3:26])[CH:22]=[CH:21][C:20]([S:17]([O-:19])(=[O:16])=[O:18])=[CH:25][CH:24]=1.[CH3:15][N+:7]1[C:6]2[CH:8]=[CH:9][CH:10]=[CH:11][C:5]=2[S:4][C:3]=1[S:2][CH3:1], predict the reactants needed to synthesize it. The reactants are: [CH3:1][S:2][C:3]1[S:4][C:5]2[CH:11]=[C:10]([N+]([O-])=O)[CH:9]=[CH:8][C:6]=2[N:7]=1.[CH3:15][O:16][S:17]([C:20]1[CH:25]=[CH:24][C:23]([CH3:26])=[CH:22][CH:21]=1)(=[O:19])=[O:18].